Dataset: Forward reaction prediction with 1.9M reactions from USPTO patents (1976-2016). Task: Predict the product of the given reaction. (1) The product is: [ClH:34].[NH:24]1[CH2:25][CH2:26][CH:21]([C:19]2[N:5]3[N:6]=[C:7]4[C:12]([C:11]([C:13]5[CH:14]=[N:15][CH:16]=[CH:17][CH:18]=5)=[CH:10][CH:9]=[CH:8]4)=[C:4]3[NH:3][C:2](=[O:1])[CH:20]=2)[CH2:22][CH2:23]1. Given the reactants [O:1]=[C:2]1[CH:20]=[C:19]([CH:21]2[CH2:26][CH2:25][N:24](C(OC(C)(C)C)=O)[CH2:23][CH2:22]2)[N:5]2[N:6]=[C:7]3[C:12]([C:11]([C:13]4[CH:14]=[N:15][CH:16]=[CH:17][CH:18]=4)=[CH:10][CH:9]=[CH:8]3)=[C:4]2[NH:3]1.[ClH:34], predict the reaction product. (2) Given the reactants [F:1][C:2]1[CH:7]=[N:6][C:5]([NH2:8])=[C:4]2[NH:9][CH:10]=[CH:11][C:3]=12.[Al+3].[Cl-].[Cl-].[Cl-].[Cl-].C(C1NC=C[N+]=1C)C.Cl[C:26](=[O:31])[C:27]([O:29]C)=[O:28], predict the reaction product. The product is: [NH2:8][C:5]1[N:6]=[CH:7][C:2]([F:1])=[C:3]2[C:11]([C:26](=[O:31])[C:27]([OH:29])=[O:28])=[CH:10][NH:9][C:4]=12. (3) The product is: [C:34]([C:2]1[C:3]([C:24]2[N:25]([CH:30]([CH3:32])[CH3:31])[C:26]([CH3:29])=[N:27][CH:28]=2)=[N:4][C:5]([NH:8][C:9]2[CH:22]=[CH:21][C:12]([C:13]([NH:15][CH2:16][CH2:17][N:18]([CH3:19])[CH3:20])=[O:14])=[C:11]([F:23])[CH:10]=2)=[N:6][CH:7]=1)#[N:33]. Given the reactants Cl[C:2]1[C:3]([C:24]2[N:25]([CH:30]([CH3:32])[CH3:31])[C:26]([CH3:29])=[N:27][CH:28]=2)=[N:4][C:5]([NH:8][C:9]2[CH:22]=[CH:21][C:12]([C:13]([NH:15][CH2:16][CH2:17][N:18]([CH3:20])[CH3:19])=[O:14])=[C:11]([F:23])[CH:10]=2)=[N:6][CH:7]=1.[NH2:33][C:34]1N=C(C2N(C(C)C)C(C)=NC=2)C(C#N)=CN=1, predict the reaction product. (4) Given the reactants [Br:1][CH2:2][CH2:3][CH2:4][CH2:5][CH2:6][CH2:7][CH2:8][CH2:9][CH2:10][CH2:11][CH2:12][CH2:13][CH2:14][CH2:15][CH2:16][C:17]([OH:19])=[O:18].CO.[CH3:22]OC(OC)OC, predict the reaction product. The product is: [CH3:22][O:18][C:17](=[O:19])[CH2:16][CH2:15][CH2:14][CH2:13][CH2:12][CH2:11][CH2:10][CH2:9][CH2:8][CH2:7][CH2:6][CH2:5][CH2:4][CH2:3][CH2:2][Br:1].